The task is: Predict which catalyst facilitates the given reaction.. This data is from Catalyst prediction with 721,799 reactions and 888 catalyst types from USPTO. (1) Reactant: [C:1]([C:5]1[CH:9]=[C:8]([CH2:10][NH:11][C:12]([NH:14][C:15]2[CH:16]=[N:17][C:18]([CH2:21][CH2:22][O:23][Si](C(C)(C)C)(C)C)=[CH:19][CH:20]=2)=[O:13])[N:7]([C:31]2[CH:36]=[CH:35][CH:34]=[C:33]([F:37])[CH:32]=2)[N:6]=1)([CH3:4])([CH3:3])[CH3:2].Cl.C([O-])(O)=O.[Na+]. Product: [C:1]([C:5]1[CH:9]=[C:8]([CH2:10][NH:11][C:12]([NH:14][C:15]2[CH:16]=[N:17][C:18]([CH2:21][CH2:22][OH:23])=[CH:19][CH:20]=2)=[O:13])[N:7]([C:31]2[CH:36]=[CH:35][CH:34]=[C:33]([F:37])[CH:32]=2)[N:6]=1)([CH3:4])([CH3:2])[CH3:3]. The catalyst class is: 7. (2) Reactant: [Br:1][C:2]1[S:3][CH:4]=[CH:5][C:6]=1C(O)=O.C([N:12]([CH2:15]C)CC)C.[Cl:17][C:18]1[CH:23]=[CH:22][CH:21]=[CH:20][C:19]=1[CH:24]([OH:26])[CH3:25].C1(P(N=[N+]=[N-])(C2C=CC=CC=2)=[O:34])C=CC=CC=1. Product: [Br:1][C:2]1[S:3][CH:4]=[CH:5][C:6]=1[NH:12][C:15](=[O:34])[O:26][CH:24]([C:19]1[CH:20]=[CH:21][CH:22]=[CH:23][C:18]=1[Cl:17])[CH3:25]. The catalyst class is: 93.